Task: Predict which catalyst facilitates the given reaction.. Dataset: Catalyst prediction with 721,799 reactions and 888 catalyst types from USPTO (1) Reactant: C[O:2][C:3]([C:5]1[CH:6]=[C:7]([C:18]2[CH:23]=[CH:22][CH:21]=[CH:20][C:19]=2[F:24])[CH:8]=[C:9]([C:11](=[O:17])[N:12]([CH3:16])[CH2:13][CH2:14][CH3:15])[CH:10]=1)=[O:4].[OH-].[Na+]. Product: [F:24][C:19]1[CH:20]=[CH:21][CH:22]=[CH:23][C:18]=1[C:7]1[CH:8]=[C:9]([C:11](=[O:17])[N:12]([CH3:16])[CH2:13][CH2:14][CH3:15])[CH:10]=[C:5]([C:3]([OH:4])=[O:2])[CH:6]=1. The catalyst class is: 92. (2) Reactant: [CH3:1][O:2][C:3]1[CH:4]=[C:5]([SH:9])[CH:6]=[CH:7][CH:8]=1.[CH3:10][C:11](OC(C)=O)=[O:12]. The catalyst class is: 2. Product: [C:11](=[O:12])([S:9][C:5]1[CH:6]=[CH:7][CH:8]=[C:3]([O:2][CH3:1])[CH:4]=1)[CH3:10]. (3) Product: [Cl:1][C:2]1[CH:7]=[C:6]([C:14]2[CH:15]=[CH:16][CH:17]=[CH:18][C:13]=2[F:12])[CH:5]=[C:4]([Cl:9])[N:3]=1. Reactant: [Cl:1][C:2]1[CH:7]=[C:6](I)[CH:5]=[C:4]([Cl:9])[N:3]=1.N#N.[F:12][C:13]1[CH:18]=[CH:17][CH:16]=[CH:15][C:14]=1B(O)O.C(=O)([O-])[O-].[Na+].[Na+]. The catalyst class is: 438. (4) Product: [CH:11]1[C:12]2[C:7](=[CH:6][C:5]3[C:14]([C:13]=2[O:15][P:32]2[O:33][C:34]4[C:39]([C:40]([CH3:41])([CH3:42])[CH3:43])=[CH:38][C:37]([C:44]([CH3:46])([CH3:47])[CH3:45])=[CH:36][C:35]=4[C:29]4[CH:28]=[C:27]([C:23]([CH3:26])([CH3:25])[CH3:24])[CH:50]=[C:49]([C:51]([CH3:54])([CH3:53])[CH3:52])[C:30]=4[O:31]2)=[CH:1][CH:2]=[CH:3][CH:4]=3)[CH:8]=[CH:9][CH:10]=1. Reactant: [CH:1]1[C:14]2[C:5](=[CH:6][C:7]3[C:12]([C:13]=2[OH:15])=[CH:11][CH:10]=[CH:9][CH:8]=3)[CH:4]=[CH:3][CH:2]=1.C(N(CC)CC)C.[C:23]([C:27]1[CH:50]=[C:49]([C:51]([CH3:54])([CH3:53])[CH3:52])[C:30]2[O:31][P:32](Cl)[O:33][C:34]3[C:39]([C:40]([CH3:43])([CH3:42])[CH3:41])=[CH:38][C:37]([C:44]([CH3:47])([CH3:46])[CH3:45])=[CH:36][C:35]=3[C:29]=2[CH:28]=1)([CH3:26])([CH3:25])[CH3:24]. The catalyst class is: 11. (5) Reactant: [NH2:1][CH:2]([CH2:19][C:20]1[CH:25]=[C:24]([F:26])[CH:23]=[C:22]([F:27])[CH:21]=1)[CH:3]([OH:18])[CH2:4][NH:5][CH:6]1[C:15]2[C:10](=[CH:11][CH:12]=[C:13]([CH2:16][CH3:17])[CH:14]=2)[CH2:9][CH2:8][CH2:7]1.C(N(CC)CC)C.[C:35]1(=[O:42])[O:41][C:39](=[O:40])[CH2:38][CH2:37][CH2:36]1. The catalyst class is: 22. Product: [F:27][C:22]1[CH:21]=[C:20]([CH:25]=[C:24]([F:26])[CH:23]=1)[CH2:19][C@H:2]([NH:1][C:35](=[O:42])[CH2:36][CH2:37][CH2:38][C:39]([OH:41])=[O:40])[C@H:3]([OH:18])[CH2:4][NH:5][C@@H:6]1[C:15]2[C:10](=[CH:11][CH:12]=[C:13]([CH2:16][CH3:17])[CH:14]=2)[CH2:9][CH2:8][CH2:7]1. (6) Reactant: [CH:1]1([NH:6][C:7]2[N:12]3[N:13]=[C:14]([C:32]4[CH:37]=[CH:36][C:35]([O:38][CH3:39])=[CH:34][CH:33]=4)[C:15]([C:16]4[CH:21]=[CH:20][N:19]=[C:18]([NH:22][C:23]5[CH:28]=[CH:27][CH:26]=[C:25]([N+:29]([O-])=O)[CH:24]=5)[N:17]=4)=[C:11]3[CH:10]=[CH:9][CH:8]=2)[CH2:5][CH2:4][CH2:3][CH2:2]1.O.O.[Sn](Cl)Cl.C(=O)(O)[O-].[Na+].CCOCC. The catalyst class is: 8. Product: [CH:1]1([NH:6][C:7]2[N:12]3[N:13]=[C:14]([C:32]4[CH:33]=[CH:34][C:35]([O:38][CH3:39])=[CH:36][CH:37]=4)[C:15]([C:16]4[CH:21]=[CH:20][N:19]=[C:18]([NH:22][C:23]5[CH:24]=[C:25]([NH2:29])[CH:26]=[CH:27][CH:28]=5)[N:17]=4)=[C:11]3[CH:10]=[CH:9][CH:8]=2)[CH2:5][CH2:4][CH2:3][CH2:2]1. (7) Reactant: CS(O)(=O)=O.[S:6]1[CH:10]=[C:9]([NH:11][C:12]2[CH:17]=[CH:16][CH:15]=[CH:14][C:13]=2[C:18](O)([CH3:20])[CH3:19])[C:8]2[CH:22]=[CH:23][CH:24]=[CH:25][C:7]1=2. Product: [CH3:19][C:18]1([CH3:20])[C:10]2[S:6][C:7]3[CH:25]=[CH:24][CH:23]=[CH:22][C:8]=3[C:9]=2[NH:11][CH:12]2[CH:17]=[CH:16][CH:15]=[CH:14][CH:13]12. The catalyst class is: 2.